The task is: Predict the reaction yield, written as a fraction of the theoretical maximum amount of product (1.0 means a 100% yield; for example, 0.34 means a 34% yield).. This data is from Reaction yield outcomes from USPTO patents with 853,638 reactions. (1) The reactants are Br[C:2]1[CH:7]=[CH:6][C:5]([O:8][CH3:9])=[CH:4][C:3]=1[C:10]([F:13])([F:12])[F:11].[I-:14].[Na+].CN[C@@H]1CCCC[C@H]1NC. The catalyst is O1CCOCC1.[Cu](I)I. The product is [I:14][C:2]1[CH:7]=[CH:6][C:5]([O:8][CH3:9])=[CH:4][C:3]=1[C:10]([F:13])([F:12])[F:11]. The yield is 0.680. (2) The reactants are C([N:8](CC1C=CC=CC=1)[C:9]1[CH:10]=[CH:11][C:12]([CH2:15][N:16]([CH3:20])[CH2:17][CH2:18][OH:19])=[N:13][CH:14]=1)C1C=CC=CC=1.[OH-].[Na+]. The catalyst is S(=O)(=O)(O)O. The product is [NH2:8][C:9]1[CH:10]=[CH:11][C:12]([CH2:15][N:16]([CH3:20])[CH2:17][CH2:18][OH:19])=[N:13][CH:14]=1. The yield is 0.500. (3) The reactants are [O:1]1[CH2:6][CH:5]=[C:4]([C:7]2[CH:8]=[C:9]([CH2:13][OH:14])[CH:10]=[CH:11][CH:12]=2)[CH2:3][CH2:2]1. The catalyst is [Pd].C(O)C. The product is [O:1]1[CH2:6][CH2:5][CH:4]([C:7]2[CH:8]=[C:9]([CH2:13][OH:14])[CH:10]=[CH:11][CH:12]=2)[CH2:3][CH2:2]1. The yield is 0.690. (4) The reactants are [F:1][C:2]1[CH:7]=[CH:6][C:5]([N:8]2[C:12]3[CH:13]=[N:14][CH:15]=[C:16]([C:17]([OH:19])=O)[C:11]=3[CH:10]=[N:9]2)=[CH:4][CH:3]=1.Cl.[CH3:21][S:22]([C:25]1[CH:30]=[C:29]([CH2:31][NH2:32])[CH:28]=[CH:27][N:26]=1)(=[O:24])=[O:23].CN1CCOCC1.CCCP(=O)=O. The catalyst is O.CN1C(=O)CCC1. The product is [CH3:21][S:22]([C:25]1[CH:30]=[C:29]([CH2:31][NH:32][C:17]([C:16]2[C:11]3[CH:10]=[N:9][N:8]([C:5]4[CH:4]=[CH:3][C:2]([F:1])=[CH:7][CH:6]=4)[C:12]=3[CH:13]=[N:14][CH:15]=2)=[O:19])[CH:28]=[CH:27][N:26]=1)(=[O:24])=[O:23]. The yield is 0.880. (5) The reactants are [CH3:1][O:2][C:3]1[CH:10]=[CH:9][C:6]([CH2:7][NH2:8])=[CH:5][CH:4]=1.C[O:12][C:13](=O)/[CH:14]=[C:15](/[O:18][CH3:19])\[CH2:16]Cl.C(N(CC)CC)C. The catalyst is C(#N)C. The product is [CH3:19][O:18][C:15]1[CH2:16][N:8]([CH2:7][C:6]2[CH:9]=[CH:10][C:3]([O:2][CH3:1])=[CH:4][CH:5]=2)[C:13](=[O:12])[CH:14]=1. The yield is 0.600. (6) The reactants are [N+](C1C=CC(COC([N:12]2[CH2:16][CH2:15][C@@H:14]([NH:17][C:18]([C:20]3[N:21]=[C:22]([N:25]4[CH2:28][CH:27]([S:29][C:30]5[C@H:31]([CH3:54])[C@@H:32]6[C@@H:49]([C@H:50]([OH:52])[CH3:51])[C:48](=[O:53])[N:33]6[C:34]=5[C:35]([O:37]CC5C=CC([N+]([O-])=O)=CC=5)=[O:36])[CH2:26]4)[S:23][CH:24]=3)=[O:19])[CH2:13]2)=O)=CC=1)([O-])=O. The catalyst is O1CCCC1. The product is [NH:12]1[CH2:16][CH2:15][C@@H:14]([NH:17][C:18]([C:20]2[N:21]=[C:22]([N:25]3[CH2:28][CH:27]([S:29][C:30]4[C@H:31]([CH3:54])[C@@H:32]5[C@@H:49]([C@H:50]([OH:52])[CH3:51])[C:48](=[O:53])[N:33]5[C:34]=4[C:35]([OH:37])=[O:36])[CH2:26]3)[S:23][CH:24]=2)=[O:19])[CH2:13]1. The yield is 0.410.